Dataset: Forward reaction prediction with 1.9M reactions from USPTO patents (1976-2016). Task: Predict the product of the given reaction. (1) Given the reactants NO.[Si:3](Cl)([C:16]([CH3:19])([CH3:18])[CH3:17])([C:10]1[CH:15]=[CH:14][CH:13]=[CH:12][CH:11]=1)[C:4]1[CH:9]=[CH:8][CH:7]=[CH:6][CH:5]=1.C(N(CC)C(C)C)(C)C.Cl.[CH3:31][NH:32][OH:33], predict the reaction product. The product is: [CH3:31][N:32]([Si:3]([C:16]([CH3:19])([CH3:18])[CH3:17])([C:10]1[CH:15]=[CH:14][CH:13]=[CH:12][CH:11]=1)[C:4]1[CH:9]=[CH:8][CH:7]=[CH:6][CH:5]=1)[OH:33]. (2) The product is: [CH3:22][C:4]1[CH:3]=[C:2]([N:27]2[CH2:28][CH2:29][N:24]([CH3:23])[CH2:25][CH2:26]2)[C:11]2[C:6](=[CH:7][C:8]([CH2:12][O:13][C:14]3[CH:21]=[CH:20][C:17]([C:18]#[N:19])=[CH:16][CH:15]=3)=[CH:9][CH:10]=2)[N:5]=1. Given the reactants Cl[C:2]1[C:11]2[C:6](=[CH:7][C:8]([CH2:12][O:13][C:14]3[CH:21]=[CH:20][C:17]([C:18]#[N:19])=[CH:16][CH:15]=3)=[CH:9][CH:10]=2)[N:5]=[C:4]([CH3:22])[CH:3]=1.[CH3:23][N:24]1[CH2:29][CH2:28][NH:27][CH2:26][CH2:25]1, predict the reaction product. (3) Given the reactants [N:1]1([C:7]2[CH:8]=[C:9]([C:13]3[CH:14]=[C:15]4[C:25]5[C:20](=[CH:21][N:22]=[C:23]([C:26]6[CH:27]=[N:28][CH:29]=[CH:30][CH:31]=6)[CH:24]=5)[NH:19][C:16]4=[N:17][CH:18]=3)[CH:10]=[CH:11][CH:12]=2)[CH2:6][CH2:5][NH:4][CH2:3][CH2:2]1.Cl.[CH3:33][N:34]([CH3:39])[CH2:35][C:36](Cl)=[O:37].N1C=CC=CC=1.C(N(CC)C(C)C)(C)C, predict the reaction product. The product is: [CH3:33][N:34]([CH3:39])[CH2:35][C:36]([N:4]1[CH2:3][CH2:2][N:1]([C:7]2[CH:12]=[CH:11][CH:10]=[C:9]([C:13]3[CH:14]=[C:15]4[C:25]5[C:20](=[CH:21][N:22]=[C:23]([C:26]6[CH:27]=[N:28][CH:29]=[CH:30][CH:31]=6)[CH:24]=5)[NH:19][C:16]4=[N:17][CH:18]=3)[CH:8]=2)[CH2:6][CH2:5]1)=[O:37].